This data is from Forward reaction prediction with 1.9M reactions from USPTO patents (1976-2016). The task is: Predict the product of the given reaction. (1) Given the reactants [NH:1]1[N:10]2[C:4](=[CH:5][O:6][C:7]3[CH:14]=[CH:13][CH:12]=[CH:11][C:8]=3[CH2:9]2)[CH:3]=[C:2]1C=O.[Mg+2].[Br-].[Br-].[N+:20]([C:23]1[CH:41]=[CH:40][C:26]([CH2:27][O:28][C:29]([C:31]2[N:32]3[CH:35]([S:36][CH:37]=2)[CH:34]([Br:38])[C:33]3=[O:39])=[O:30])=[CH:25][CH:24]=1)([O-:22])=[O:21].CCN(CC)CC.[CH3:49][C:50]([O:52][C:53](C)=O)=[O:51], predict the reaction product. The product is: [N+:20]([C:23]1[CH:41]=[CH:40][C:26]([CH2:27][O:28][C:29]([C:31]2[N:32]3[CH:35]([S:36][CH:37]=2)[C:34]([CH:53]([O:52][C:50](=[O:51])[CH3:49])[C:12]2[CH:13]=[CH:14][C:7]4[O:6][CH2:5][C:4]5=[CH:3][CH:2]=[N:1][N:10]5[CH2:9][C:8]=4[CH:11]=2)([Br:38])[C:33]3=[O:39])=[O:30])=[CH:25][CH:24]=1)([O-:22])=[O:21]. (2) Given the reactants [Cl:1][C:2]1[CH:3]=[C:4]([C@@H:12]([CH2:31][CH:32]2[CH2:36][CH2:35][CH2:34][CH2:33]2)[C:13]([NH:15][C:16]2[CH:20]=[CH:19][N:18]([CH2:21][C:22]3[CH:23]=[C:24]([CH:28]=[CH:29][CH:30]=3)[C:25](Cl)=[O:26])[N:17]=2)=[O:14])[CH:5]=[CH:6][C:7]=1[S:8]([CH3:11])(=[O:10])=[O:9].ClC1C=C([C@@H](CC2CCCC2)C(NC2C=CN(CC3C=[C:60]([CH:64]=[CH:65]C=3)[C:61]([NH2:63])=O)N=2)=O)C=CC=1S(C)(=O)=O.NCC1CC1, predict the reaction product. The product is: [Cl:1][C:2]1[CH:3]=[C:4]([C@@H:12]([CH2:31][CH:32]2[CH2:36][CH2:35][CH2:34][CH2:33]2)[C:13]([NH:15][C:16]2[CH:20]=[CH:19][N:18]([CH2:21][C:22]3[CH:23]=[C:24]([CH:28]=[CH:29][CH:30]=3)[C:25]([NH:63][CH2:61][CH:60]3[CH2:64][CH2:65]3)=[O:26])[N:17]=2)=[O:14])[CH:5]=[CH:6][C:7]=1[S:8]([CH3:11])(=[O:10])=[O:9]. (3) The product is: [CH3:10][O:11][CH2:17][O:18][C@@H:3]1[CH2:4][CH2:5][CH2:9][C@H:1]([C:7]([O:6][CH3:13])=[O:8])[CH2:2]1. Given the reactants [CH:1]12[CH2:9][CH:5]([O:6][C:7]1=[O:8])[CH2:4][CH2:3][CH2:2]2.[CH3:10][O-:11].[Na+].[C:13](O)(=O)C.[CH3:17][OH:18], predict the reaction product. (4) Given the reactants C([O:3][C:4](=[O:26])[CH:5]=[CH:6][C:7]1[CH:12]=[CH:11][C:10]([C:13]#[C:14][C:15]2[CH:20]=[C:19]([C:21]([CH3:24])([CH3:23])[CH3:22])[CH:18]=[CH:17][C:16]=2[CH3:25])=[CH:9][CH:8]=1)C.[OH-].[K+], predict the reaction product. The product is: [C:21]([C:19]1[CH:18]=[CH:17][C:16]([CH3:25])=[C:15]([C:14]#[C:13][C:10]2[CH:11]=[CH:12][C:7]([CH:6]=[CH:5][C:4]([OH:26])=[O:3])=[CH:8][CH:9]=2)[CH:20]=1)([CH3:24])([CH3:23])[CH3:22]. (5) Given the reactants [CH3:1][C:2](C)([CH3:30])[CH:3]([C:5]1[N:6]=[C:7]([CH3:29])[N:8]([C:10]([C:23]2[CH:28]=[CH:27][CH:26]=[CH:25][CH:24]=2)([C:17]2[CH:22]=[CH:21][CH:20]=[CH:19][CH:18]=2)[C:11]2[CH:16]=[CH:15][CH:14]=[CH:13][CH:12]=2)[CH:9]=1)O.[CH:32]1C=CN=CC=1.[FH:38].[Si](C(O)C)(C)(C)C, predict the reaction product. The product is: [F:38][C:2]([CH3:1])([CH3:30])[CH:3]([C:5]1[N:6]=[C:7]([CH3:29])[N:8]([C:10]([C:11]2[CH:16]=[CH:15][CH:14]=[CH:13][CH:12]=2)([C:17]2[CH:18]=[CH:19][CH:20]=[CH:21][CH:22]=2)[C:23]2[CH:28]=[CH:27][CH:26]=[CH:25][CH:24]=2)[CH:9]=1)[CH3:32]. (6) Given the reactants [C:1]1(B(O)O)[CH:6]=[CH:5][CH:4]=[CH:3][CH:2]=1.[C:10](=[O:13])([O-])[O-:11].[K+].[K+], predict the reaction product. The product is: [CH3:6][C:1]1[C:10](=[O:13])[O:11][C@@H:3]([C:1]2[CH:6]=[CH:5][CH:4]=[CH:3][CH:2]=2)[C:2]=1[C:1]1[CH:6]=[CH:5][CH:4]=[CH:3][CH:2]=1. (7) Given the reactants [C:1]1([C:7]2[N:8]=[CH:9][N:10]([CH2:12][CH2:13]O)[CH:11]=2)[CH:6]=[CH:5][CH:4]=[CH:3][CH:2]=1.C1C=CC(P(C2C=CC=CC=2)C2C=CC=CC=2)=CC=1.N1C=CN=C1.[I:39]I, predict the reaction product. The product is: [I:39][CH2:13][CH2:12][N:10]1[CH:11]=[C:7]([C:1]2[CH:6]=[CH:5][CH:4]=[CH:3][CH:2]=2)[N:8]=[CH:9]1. (8) The product is: [C:1]([S:5][C:6]1[CH:7]=[CH:8][C:9]([C:25]2[CH:26]=[CH:27][C:22]([Br:21])=[CH:23][CH:24]=2)=[CH:10][CH:11]=1)([CH3:2])([CH3:3])[CH3:4]. Given the reactants [C:1]([S:5][C:6]1[CH:11]=[CH:10][C:9](B2OC(C)(C)C(C)(C)O2)=[CH:8][CH:7]=1)([CH3:4])([CH3:3])[CH3:2].[Br:21][C:22]1[CH:27]=[CH:26][C:25](Br)=[CH:24][CH:23]=1.C(=O)([O-])[O-].[Na+].[Na+], predict the reaction product. (9) Given the reactants [CH:1]([O:4][CH2:5][C:6]([OH:8])=O)([CH3:3])[CH3:2].CC(C)(C)C(Cl)=O.[Cl-].[Li+].[CH2:18]([C@H:25]1[CH2:29][O:28][C:27](=[O:30])[NH:26]1)[C:19]1[CH:24]=[CH:23][CH:22]=[CH:21][CH:20]=1, predict the reaction product. The product is: [CH2:18]([C@H:25]1[CH2:29][O:28][C:27](=[O:30])[N:26]1[C:6](=[O:8])[CH2:5][O:4][CH:1]([CH3:2])[CH3:3])[C:19]1[CH:20]=[CH:21][CH:22]=[CH:23][CH:24]=1.